From a dataset of Full USPTO retrosynthesis dataset with 1.9M reactions from patents (1976-2016). Predict the reactants needed to synthesize the given product. Given the product [C:45]([O:44][C:43]([NH:42][CH2:41][CH2:40][N:33]([CH3:34])[C@@H:16]1[CH2:15][N:14]2[C:13]3[CH:12]=[C:11]([C:35]([O:37][CH3:38])=[O:36])[CH:10]=[CH:9][C:8]=3[C:7]([CH:1]3[CH2:6][CH2:5][CH2:4][CH2:3][CH2:2]3)=[C:21]2[C:20]2[CH:22]=[CH:23][CH:24]=[C:25]([CH2:26][N:27]3[CH2:32][CH2:31][CH2:30][CH2:29][CH2:28]3)[C:19]=2[O:18][CH2:17]1)=[O:49])([CH3:48])([CH3:47])[CH3:46], predict the reactants needed to synthesize it. The reactants are: [CH:1]1([C:7]2[C:8]3[CH:9]=[CH:10][C:11]([C:35]([O:37][CH3:38])=[O:36])=[CH:12][C:13]=3[N:14]3[C:21]=2[C:20]2[CH:22]=[CH:23][CH:24]=[C:25]([CH2:26][N:27]4[CH2:32][CH2:31][CH2:30][CH2:29][CH2:28]4)[C:19]=2[O:18][CH2:17][C@H:16]([NH:33][CH3:34])[CH2:15]3)[CH2:6][CH2:5][CH2:4][CH2:3][CH2:2]1.O=[CH:40][CH2:41][NH:42][C:43](=[O:49])[O:44][C:45]([CH3:48])([CH3:47])[CH3:46].